Dataset: Forward reaction prediction with 1.9M reactions from USPTO patents (1976-2016). Task: Predict the product of the given reaction. (1) Given the reactants F[C:2]1[C:14]2[N:13]([C:15]3[CH:20]=[CH:19][CH:18]=[CH:17][C:16]=3[NH2:21])[C:12]3[C:7](=[CH:8][CH:9]=[CH:10][CH:11]=3)[C:6]=2[CH:5]=[CH:4][CH:3]=1.[H-].[Na+], predict the reaction product. The product is: [CH:2]1[C:14]2[N:13]3[C:12]4[C:7]([C:6]=2[CH:5]=[CH:4][CH:3]=1)=[CH:8][CH:9]=[CH:10][C:11]=4[NH:21][C:16]1[C:15]3=[CH:20][CH:19]=[CH:18][CH:17]=1. (2) Given the reactants C[Si]([C:5]#[N:6])(C)C.[NH2:7][C:8]1[CH:12]=[C:11]([CH3:13])[NH:10][N:9]=1.[C:14]1(=O)[CH2:17][CH2:16][CH2:15]1, predict the reaction product. The product is: [CH3:13][C:11]1[CH:12]=[C:8]([NH:7][C:14]2([C:5]#[N:6])[CH2:17][CH2:16][CH2:15]2)[NH:9][N:10]=1. (3) Given the reactants [O:1]1[C:5]2([CH2:10][CH2:9][CH:8]([C:11]3[N:16]=[CH:15][C:14]([NH2:17])=[CH:13][CH:12]=3)[CH2:7][CH2:6]2)[O:4][CH2:3][CH2:2]1.[C:18](OC(=O)C)(=[O:20])[CH3:19], predict the reaction product. The product is: [O:1]1[C:5]2([CH2:10][CH2:9][CH:8]([C:11]3[N:16]=[CH:15][C:14]([NH:17][C:18](=[O:20])[CH3:19])=[CH:13][CH:12]=3)[CH2:7][CH2:6]2)[O:4][CH2:3][CH2:2]1. (4) Given the reactants [F:1][C:2]1[CH:3]=[C:4]([CH:9]=[CH:10][C:11]=1[CH2:12][C:13]([C:15]1[CH:20]=[CH:19][C:18]([O:21]C)=[CH:17][C:16]=1[F:23])=[O:14])[C:5]([O:7][CH3:8])=[O:6].[Al+3].[Cl-].[Cl-].[Cl-], predict the reaction product. The product is: [F:1][C:2]1[CH:3]=[C:4]([CH:9]=[CH:10][C:11]=1[CH2:12][C:13]([C:15]1[CH:20]=[CH:19][C:18]([OH:21])=[CH:17][C:16]=1[F:23])=[O:14])[C:5]([OH:7])=[O:6].[F:1][C:2]1[CH:3]=[C:4]([CH:9]=[CH:10][C:11]=1[CH2:12][C:13]([C:15]1[CH:20]=[CH:19][C:18]([OH:21])=[CH:17][C:16]=1[F:23])=[O:14])[C:5]([O:7][CH3:8])=[O:6].